From a dataset of Forward reaction prediction with 1.9M reactions from USPTO patents (1976-2016). Predict the product of the given reaction. Given the reactants C(N(CC)CC)C.[C:16](O[C:16]([O:18][C:19]([CH3:22])([CH3:21])[CH3:20])=[O:17])([O:18][C:19]([CH3:22])([CH3:21])[CH3:20])=[O:17].[NH2:23][CH2:24][CH2:25][CH2:26][OH:27].[C:28]1(=[O:34])[O:33][C:31](=[O:32])[CH2:30][CH2:29]1, predict the reaction product. The product is: [C:19]([O:18][C:16]([NH:23][CH2:24][CH2:25][CH2:26][O:27][C:28](=[O:34])[CH2:29][CH2:30][C:31]([OH:33])=[O:32])=[O:17])([CH3:20])([CH3:21])[CH3:22].